Dataset: Catalyst prediction with 721,799 reactions and 888 catalyst types from USPTO. Task: Predict which catalyst facilitates the given reaction. (1) Reactant: [CH3:1][C:2]1[CH:7]=[CH:6][N:5]=[C:4]([O:8][C:9]2[CH:10]=[C:11]([CH2:15]O)[CH:12]=[CH:13][CH:14]=2)[CH:3]=1.S(Cl)([Cl:19])=O.C(=O)(O)[O-].[Na+]. Product: [Cl:19][CH2:15][C:11]1[CH:10]=[C:9]([CH:14]=[CH:13][CH:12]=1)[O:8][C:4]1[CH:3]=[C:2]([CH3:1])[CH:7]=[CH:6][N:5]=1. The catalyst class is: 4. (2) Reactant: Br[C:2]1[N:3]=[C:4]([C:9]2[N:13]=[C:12]([C:14]3[CH:19]=[CH:18][CH:17]=[CH:16][CH:15]=3)[O:11][N:10]=2)[C:5]([NH2:8])=[N:6][CH:7]=1.CC1(C)C(C)(C)OB([C:28]2[CH2:29][CH2:30][N:31]([C:34]([O:36][C:37]([CH3:40])([CH3:39])[CH3:38])=[O:35])[CH2:32][CH:33]=2)O1.C(=O)([O-])[O-].[Na+].[Na+]. The catalyst class is: 384. Product: [NH2:8][C:5]1[N:6]=[CH:7][C:2]([C:28]2[CH2:33][CH2:32][N:31]([C:34]([O:36][C:37]([CH3:40])([CH3:39])[CH3:38])=[O:35])[CH2:30][CH:29]=2)=[N:3][C:4]=1[C:9]1[N:13]=[C:12]([C:14]2[CH:19]=[CH:18][CH:17]=[CH:16][CH:15]=2)[O:11][N:10]=1. (3) Reactant: [NH:1]1[CH2:6][CH2:5][CH:4]([C:7]2[N:12]=[CH:11][C:10]([NH:13][C:14]3[N:19]=[C:18]([CH2:20][CH2:21][C:22]4[CH:27]=[CH:26][CH:25]=[CH:24][C:23]=4[CH:28]([CH3:32])[C:29]([NH2:31])=[O:30])[C:17]([C:33]([F:36])([F:35])[F:34])=[CH:16][N:15]=3)=[CH:9][CH:8]=2)[CH2:3][CH2:2]1.C=O.[C:39](O[BH-](OC(=O)C)OC(=O)C)(=O)C.[Na+]. Product: [CH3:39][N:1]1[CH2:6][CH2:5][CH:4]([C:7]2[N:12]=[CH:11][C:10]([NH:13][C:14]3[N:19]=[C:18]([CH2:20][CH2:21][C:22]4[CH:27]=[CH:26][CH:25]=[CH:24][C:23]=4[CH:28]([CH3:32])[C:29]([NH2:31])=[O:30])[C:17]([C:33]([F:34])([F:36])[F:35])=[CH:16][N:15]=3)=[CH:9][CH:8]=2)[CH2:3][CH2:2]1. The catalyst class is: 5. (4) Reactant: [C:1]([C:3]1[CH:8]=[CH:7][C:6]([C:9]2[N:13]3[CH:14]=[C:15]([C:18]4[CH:26]=[CH:25][C:21]([C:22](O)=[O:23])=[CH:20][CH:19]=4)[CH:16]=[CH:17][C:12]3=[N:11][CH:10]=2)=[CH:5][CH:4]=1)#[N:2].CN(C(ON1N=NC2C=CC=NC1=2)=[N+](C)C)C.F[P-](F)(F)(F)(F)F.CN1CCOCC1.Cl.[CH3:59][NH:60][CH2:61][C:62]([N:64]1[CH2:69][CH2:68][O:67][CH2:66][CH2:65]1)=[O:63]. Product: [C:1]([C:3]1[CH:4]=[CH:5][C:6]([C:9]2[N:13]3[CH:14]=[C:15]([C:18]4[CH:19]=[CH:20][C:21]([C:22]([N:60]([CH3:59])[CH2:61][C:62]([N:64]5[CH2:65][CH2:66][O:67][CH2:68][CH2:69]5)=[O:63])=[O:23])=[CH:25][CH:26]=4)[CH:16]=[CH:17][C:12]3=[N:11][CH:10]=2)=[CH:7][CH:8]=1)#[N:2]. The catalyst class is: 18. (5) Reactant: [C:1]([N:5]1[C:9]([C:10]2[CH:15]=[CH:14][C:13]([O:16][CH3:17])=[CH:12][CH:11]=2)=[C:8]([C:18]2[S:19][CH:20]=[C:21](/[CH:23]=[CH:24]/[C:25]([O:27]CC)=[O:26])[N:22]=2)[CH:7]=[N:6]1)([CH3:4])([CH3:3])[CH3:2].[OH-].[Na+].Cl. Product: [C:1]([N:5]1[C:9]([C:10]2[CH:11]=[CH:12][C:13]([O:16][CH3:17])=[CH:14][CH:15]=2)=[C:8]([C:18]2[S:19][CH:20]=[C:21](/[CH:23]=[CH:24]/[C:25]([OH:27])=[O:26])[N:22]=2)[CH:7]=[N:6]1)([CH3:4])([CH3:2])[CH3:3]. The catalyst class is: 36. (6) Reactant: [C:1](=[O:6])([O:4][CH3:5])[O:2][CH3:3].OC(C)(C)C(OC)=O. Product: [C:1](=[O:4])=[O:2].[C:1](=[O:6])([O:4][CH3:5])[O:2][CH3:3]. The catalyst class is: 5. (7) Reactant: [Cl:1][C:2]1[CH:3]=[C:4]2[CH:10]=[CH:9][NH:8][C:5]2=[N:6][CH:7]=1.[CH2:11]([O:18][C:19]1[C:20]([O:27][CH2:28][CH:29]2[CH2:31][CH2:30]2)=[C:21]([CH:24]=[CH:25][CH:26]=1)[CH:22]=[O:23])[C:12]1[CH:17]=[CH:16][CH:15]=[CH:14][CH:13]=1.[OH-].[K+].O. Product: [CH2:11]([O:18][C:19]1[C:20]([O:27][CH2:28][CH:29]2[CH2:31][CH2:30]2)=[C:21]([CH:22]([C:10]2[C:4]3[C:5](=[N:6][CH:7]=[C:2]([Cl:1])[CH:3]=3)[NH:8][CH:9]=2)[OH:23])[CH:24]=[CH:25][CH:26]=1)[C:12]1[CH:13]=[CH:14][CH:15]=[CH:16][CH:17]=1. The catalyst class is: 5. (8) Reactant: C([O:5][C:6]([N:8]1[CH2:12][CH2:11][CH2:10][CH:9]1[C:13]1[NH:14][C:15]([C:18]2[CH:27]=[CH:26][C:25]3[C:20](=[CH:21][CH:22]=[C:23]([C:28]4[CH:33]=[CH:32][C:31]([C:34]5[NH:35][C:36]([CH:39]6[CH2:43][CH2:42][CH2:41][N:40]6C(OC(C)(C)C)=O)=[N:37][CH:38]=5)=[CH:30][CH:29]=4)[CH:24]=3)[CH:19]=2)=[CH:16][N:17]=1)=O)(C)(C)C.Cl.[OH-].[Na+].[CH3:54][O:55][C:56]([NH:58][C@H:59]([C:63]1[CH:68]=[CH:67][CH:66]=[CH:65][CH:64]=1)[C:60]([OH:62])=O)=[O:57].CCOP(O[N:78]1N=N[C:82]2[CH:83]=[CH:84][CH:85]=[CH:86][C:81]=2[C:79]1=O)(OCC)=O.[C:89]([O-:92])(O)=[O:90].[Na+].[CH3:94]O. Product: [CH3:54][O:55][C:56](=[O:57])[NH:58][CH:59]([C:63]1[CH:68]=[CH:67][CH:66]=[CH:65][CH:64]=1)[C:60]([N:40]1[CH2:41][CH2:42][CH2:43][CH:39]1[C:36]1[NH:35][C:34]([C:31]2[CH:32]=[CH:33][C:28]([C:23]3[CH:22]=[CH:21][C:20]4[C:25](=[CH:26][CH:27]=[C:18]([C:15]5[NH:14][C:13]([CH:9]6[CH2:10][CH2:11][CH2:12][N:8]6[C:6](=[O:5])[CH:79]([NH:78][C:89]([O:92][CH3:94])=[O:90])[C:81]6[CH:82]=[CH:83][CH:84]=[CH:85][CH:86]=6)=[N:17][CH:16]=5)[CH:19]=4)[CH:24]=3)=[CH:29][CH:30]=2)=[CH:38][N:37]=1)=[O:62]. The catalyst class is: 3. (9) Product: [NH2:33][C:29]1([CH3:32])[CH2:30][CH2:31][N:26]([CH:20]2[CH2:19][C@@H:18]3[N:23]([CH2:24][C@H:16]([O:15][C@@H:13]([C:5]4[CH:4]=[C:3]([C:2]([F:1])([F:45])[F:46])[CH:8]=[C:7]([C:9]([F:12])([F:11])[F:10])[CH:6]=4)[CH3:14])[C@H:17]3[C:38]3[CH:43]=[CH:42][C:41]([F:44])=[CH:40][CH:39]=3)[C:22](=[O:25])[CH2:21]2)[CH2:27][CH2:28]1. The catalyst class is: 8. Reactant: [F:1][C:2]([F:46])([F:45])[C:3]1[CH:4]=[C:5]([C@H:13]([O:15][C@H:16]2[CH2:24][N:23]3[C@@H:18]([CH2:19][CH:20]([N:26]4[CH2:31][CH2:30][C:29]([NH:33]C(=O)CCl)([CH3:32])[CH2:28][CH2:27]4)[CH2:21][C:22]3=[O:25])[C@@H:17]2[C:38]2[CH:43]=[CH:42][C:41]([F:44])=[CH:40][CH:39]=2)[CH3:14])[CH:6]=[C:7]([C:9]([F:12])([F:11])[F:10])[CH:8]=1.NC(N)=S.CC(O)=O.